Predict the product of the given reaction. From a dataset of Forward reaction prediction with 1.9M reactions from USPTO patents (1976-2016). (1) Given the reactants [C:1]([Si:5]([O:8][C:9]1[CH:14]=[C:13]([F:15])[CH:12]=[C:11]([F:16])[CH:10]=1)([CH3:7])[CH3:6])([CH3:4])([CH3:3])[CH3:2].C([Li])CCC.C(O[B:26]1[O:30][C:29]([CH3:32])([CH3:31])[C:28]([CH3:34])([CH3:33])[O:27]1)(C)C, predict the reaction product. The product is: [C:1]([Si:5]([O:8][C:9]1[CH:10]=[C:11]([F:16])[C:12]([B:26]2[O:30][C:29]([CH3:32])([CH3:31])[C:28]([CH3:34])([CH3:33])[O:27]2)=[C:13]([F:15])[CH:14]=1)([CH3:7])[CH3:6])([CH3:4])([CH3:2])[CH3:3]. (2) Given the reactants [NH2:1][CH2:2][CH2:3][C:4]1[C:12]2[C:7](=[CH:8][CH:9]=[CH:10][CH:11]=2)[NH:6][CH:5]=1.Cl.[C:14](Cl)(=[O:21])[C:15]1[CH:20]=[CH:19][CH:18]=[N:17][CH:16]=1, predict the reaction product. The product is: [NH:6]1[C:7]2[C:12](=[CH:11][CH:10]=[CH:9][CH:8]=2)[C:4]([CH2:3][CH2:2][NH:1][C:14](=[O:21])[C:15]2[CH:20]=[CH:19][CH:18]=[N:17][CH:16]=2)=[CH:5]1. (3) Given the reactants [O:1]=[C:2]1[N:6]([NH:7][S:8]([CH3:11])(=[O:10])=[O:9])[C:5](=[O:12])[CH2:4][S:3]1.[Cl:13][C:14]1[CH:42]=[CH:41][C:17]([CH2:18][N:19]2[C:27]3[C:22](=[CH:23][C:24](/[CH:28]=C4/C(=O)N(CC(O)=O)C(=O)S/4)=[CH:25][CH:26]=3)[C:21]([Cl:40])=[N:20]2)=[C:16]([C:43]([F:46])([F:45])[F:44])[CH:15]=1, predict the reaction product. The product is: [Cl:40][C:21]1[C:22]2[C:27](=[CH:26][CH:25]=[C:24](/[CH:28]=[C:4]3/[C:5](=[O:12])[N:6]([NH:7][S:8]([CH3:11])(=[O:10])=[O:9])[C:2](=[O:1])[S:3]/3)[CH:23]=2)[N:19]([CH2:18][C:17]2[CH:41]=[CH:42][C:14]([Cl:13])=[CH:15][C:16]=2[C:43]([F:44])([F:45])[F:46])[N:20]=1. (4) Given the reactants Cl[C:2]1[N:9]=[C:8]([C:10]2[CH:15]=[CH:14][CH:13]=[CH:12][C:11]=2[Cl:16])[C:7]([C:17]2[CH:22]=[CH:21][C:20]([Cl:23])=[CH:19][CH:18]=2)=[CH:6][C:3]=1[C:4]#[N:5].[Cl:24][C:25]1[CH:26]=[C:27]([OH:31])[CH:28]=[N:29][CH:30]=1.C([O-])([O-])=O.[Cs+].[Cs+], predict the reaction product. The product is: [Cl:16][C:11]1[CH:12]=[CH:13][CH:14]=[CH:15][C:10]=1[C:8]1[C:7]([C:17]2[CH:18]=[CH:19][C:20]([Cl:23])=[CH:21][CH:22]=2)=[CH:6][C:3]([C:4]#[N:5])=[C:2]([O:31][C:27]2[CH:28]=[N:29][CH:30]=[C:25]([Cl:24])[CH:26]=2)[N:9]=1. (5) Given the reactants Cl[C:2]1[C:11]2=[N:12][N:13](CC3C=CC(OC)=CC=3)[CH:14]=[C:10]2[C:9]2[CH:8]=[C:7]([O:24][CH3:25])[CH:6]=[CH:5][C:4]=2[N:3]=1.[NH2:26][C:27]1[CH:28]=[C:29]([OH:34])[C:30]([OH:33])=[CH:31][CH:32]=1.Cl, predict the reaction product. The product is: [CH3:25][O:24][C:7]1[CH:6]=[CH:5][C:4]2[N:3]=[C:2]([NH:26][C:27]3[CH:28]=[C:29]([OH:34])[C:30]([OH:33])=[CH:31][CH:32]=3)[C:11]3=[N:12][NH:13][CH:14]=[C:10]3[C:9]=2[CH:8]=1. (6) Given the reactants [O:1]=[C:2]1[NH:7][C:6]([C:8]([O:10][CH3:11])=[O:9])=[CH:5][CH:4]=[CH:3]1.[C:12](=O)([O-])[O-].[K+].[K+].CI, predict the reaction product. The product is: [CH3:12][N:7]1[C:2](=[O:1])[CH:3]=[CH:4][CH:5]=[C:6]1[C:8]([O:10][CH3:11])=[O:9]. (7) Given the reactants [H-].[Na+].[NH2:3][CH2:4][C:5]1([NH:11][C:12]2[CH:17]=[CH:16][CH:15]=[CH:14][CH:13]=2)[CH2:10][CH2:9][CH2:8][CH2:7][CH2:6]1.Br[CH2:19][C:20]([O:22][CH2:23][CH3:24])=[O:21].O, predict the reaction product. The product is: [C:12]1([NH:11][C:5]2([CH2:4][NH:3][CH2:19][C:20]([O:22][CH2:23][CH3:24])=[O:21])[CH2:10][CH2:9][CH2:8][CH2:7][CH2:6]2)[CH:17]=[CH:16][CH:15]=[CH:14][CH:13]=1. (8) Given the reactants [Br:1]N1C(=O)CCC1=O.[CH2:9]([O:11][C:12]([C:14]1[CH:15]=[C:16]([C:19]2[CH:24]=[CH:23][CH:22]=[CH:21][CH:20]=2)[S:17][CH:18]=1)=[O:13])[CH3:10].C1(C)C=CC=CC=1, predict the reaction product. The product is: [CH2:9]([O:11][C:12]([C:14]1[CH:15]=[C:16]([C:19]2[CH:24]=[CH:23][CH:22]=[CH:21][CH:20]=2)[S:17][C:18]=1[Br:1])=[O:13])[CH3:10].